This data is from Reaction yield outcomes from USPTO patents with 853,638 reactions. The task is: Predict the reaction yield, written as a fraction of the theoretical maximum amount of product (1.0 means a 100% yield; for example, 0.34 means a 34% yield). (1) The reactants are [O:1]1[CH:3]2[CH2:4][CH2:5][CH2:6][CH2:7][CH2:8][CH2:9][CH2:10][CH2:11][CH2:12][CH2:13][CH:2]12.[I-].[Li+]. No catalyst specified. The product is [C:2]1(=[O:1])[CH2:13][CH2:12][CH2:11][CH2:10][CH2:9][CH2:8][CH2:7][CH2:6][CH2:5][CH2:4][CH2:3]1. The yield is 0.912. (2) The reactants are Cl[C:2]1[C:7]([C:8]([O:10][CH3:11])=[O:9])=[CH:6][N:5]=[C:4]([CH3:12])[CH:3]=1.[Cl:13][C:14]1[CH:19]=[CH:18][C:17](B(O)O)=[C:16]([F:23])[CH:15]=1.C(=O)([O-])[O-].[Cs+].[Cs+]. The catalyst is O1CCOCC1.O.C1C=CC([P]([Pd]([P](C2C=CC=CC=2)(C2C=CC=CC=2)C2C=CC=CC=2)([P](C2C=CC=CC=2)(C2C=CC=CC=2)C2C=CC=CC=2)[P](C2C=CC=CC=2)(C2C=CC=CC=2)C2C=CC=CC=2)(C2C=CC=CC=2)C2C=CC=CC=2)=CC=1. The product is [Cl:13][C:14]1[CH:19]=[CH:18][C:17]([C:2]2[C:7]([C:8]([O:10][CH3:11])=[O:9])=[CH:6][N:5]=[C:4]([CH3:12])[CH:3]=2)=[C:16]([F:23])[CH:15]=1. The yield is 0.430. (3) The reactants are [Al+3].[Cl-].[Cl-].[Cl-].Cl[C:6]([C:8]([O:10][CH2:11][CH3:12])=[O:9])=[O:7].[Cl:13][C:14]1[CH:19]=[CH:18][CH:17]=[CH:16][C:15]=1[S:20][CH3:21].C(OCC)(=O)C.CCCCCC. The catalyst is C(Cl)(Cl)Cl. The product is [Cl:13][C:14]1[CH:19]=[C:18]([C:6](=[O:7])[C:8]([O:10][CH2:11][CH3:12])=[O:9])[CH:17]=[CH:16][C:15]=1[S:20][CH3:21]. The yield is 0.730. (4) The catalyst is C1C=CC=CC=1. The product is [C:1]([O:5][C:6]([C@:8]1([NH:18][C:21]([O:44][CH2:43][CH2:42][Si:41]([CH3:46])([CH3:45])[CH3:40])=[O:30])[CH2:10][C@@H:9]1[CH2:11][CH3:12])=[O:7])([CH3:2])([CH3:3])[CH3:4]. The yield is 0.520. The reactants are [C:1]([O:5][C:6]([C:8]1(C(O)=O)[CH2:10][CH:9]1[CH2:11][CH3:12])=[O:7])([CH3:4])([CH3:3])[CH3:2].C([N:18]([CH2:21]C)CC)C.C1C=CC(P(N=[N+]=[N-])(C2C=CC=CC=2)=[O:30])=CC=1.[CH3:40][Si:41]([CH3:46])([CH3:45])[CH2:42][CH2:43][OH:44]. (5) The product is [C:53]([N:56]1[C:64]2[C:59](=[CH:60][C:61]([O:66][CH3:67])=[C:62]([N:73]3[CH2:72][C@H:71]([CH3:75])[NH:70][C@H:69]([CH3:68])[CH2:74]3)[CH:63]=2)[CH2:58][CH2:57]1)(=[O:55])[CH3:54]. The catalyst is C([O-])(=O)C.[Pd+2].C([O-])(=O)C. The reactants are C1(P(C2C=CC=CC=2)C2C=CC3C(=CC=CC=3)C=2C2C3C(=CC=CC=3)C=CC=2P(C2C=CC=CC=2)C2C=CC=CC=2)C=CC=CC=1.C(=O)([O-])[O-].[Cs+].[Cs+].[C:53]([N:56]1[C:64]2[C:59](=[CH:60][C:61]([O:66][CH3:67])=[C:62](Br)[CH:63]=2)[CH2:58][CH2:57]1)(=[O:55])[CH3:54].[CH3:68][C@H:69]1[CH2:74][NH:73][CH2:72][C@@H:71]([CH3:75])[NH:70]1. The yield is 0.630. (6) The reactants are [NH2:1][CH:2]1[CH2:6][CH2:5][N:4]([CH2:7][C:8]2[CH:13]=[CH:12][CH:11]=[CH:10][CH:9]=2)[CH2:3]1.Br[C:15]1[CH:16]=[C:17]2[C:21](=[C:22]([CH3:24])[CH:23]=1)[C:20](=[O:25])[N:19]([CH2:26][C:27]1[CH:32]=[CH:31][C:30]([O:33][C:34]([F:37])([F:36])[F:35])=[CH:29][CH:28]=1)[CH2:18]2.CC([O-])(C)C.[Na+].C1C=CC(P(C2C(C3C(P(C4C=CC=CC=4)C4C=CC=CC=4)=CC=C4C=3C=CC=C4)=C3C(C=CC=C3)=CC=2)C2C=CC=CC=2)=CC=1. The catalyst is C1(C)C=CC=CC=1.C1C=CC(/C=C/C(/C=C/C2C=CC=CC=2)=O)=CC=1.C1C=CC(/C=C/C(/C=C/C2C=CC=CC=2)=O)=CC=1.C1C=CC(/C=C/C(/C=C/C2C=CC=CC=2)=O)=CC=1.[Pd].[Pd].O. The product is [CH2:7]([N:4]1[CH2:5][CH2:6][CH:2]([NH:1][C:15]2[CH:16]=[C:17]3[C:21](=[C:22]([CH3:24])[CH:23]=2)[C:20](=[O:25])[N:19]([CH2:26][C:27]2[CH:32]=[CH:31][C:30]([O:33][C:34]([F:37])([F:36])[F:35])=[CH:29][CH:28]=2)[CH2:18]3)[CH2:3]1)[C:8]1[CH:13]=[CH:12][CH:11]=[CH:10][CH:9]=1. The yield is 0.700. (7) The reactants are CC1(C)C2C=CC=C(P(C3C=CC=CC=3)C3C=CC=CC=3)C=2OC2C1=CC=CC=2P(C1C=CC=CC=1)C1C=CC=CC=1.Br[C:44]1[CH:49]=[CH:48][C:47]([C:50]2[O:54][CH:53]=[N:52][C:51]=2[C:55]([O:57][CH2:58][CH3:59])=[O:56])=[CH:46][CH:45]=1.[N:60]1([C:66]([O:68][C:69]([CH3:72])([CH3:71])[CH3:70])=[O:67])[CH2:65][CH2:64][NH:63][CH2:62][CH2:61]1.C(=O)([O-])[O-].[Cs+].[Cs+]. The catalyst is O1CCOCC1.C(O)(C)(C)C.C1C=CC(/C=C/C(/C=C/C2C=CC=CC=2)=O)=CC=1.C1C=CC(/C=C/C(/C=C/C2C=CC=CC=2)=O)=CC=1.C1C=CC(/C=C/C(/C=C/C2C=CC=CC=2)=O)=CC=1.[Pd].[Pd]. The product is [CH2:58]([O:57][C:55]([C:51]1[N:52]=[CH:53][O:54][C:50]=1[C:47]1[CH:48]=[CH:49][C:44]([N:63]2[CH2:62][CH2:61][N:60]([C:66]([O:68][C:69]([CH3:72])([CH3:71])[CH3:70])=[O:67])[CH2:65][CH2:64]2)=[CH:45][CH:46]=1)=[O:56])[CH3:59]. The yield is 0.500. (8) The reactants are [F:1][C:2]1[C:7]([CH:8]([C:10]2[S:11][CH:12]=[CH:13][CH:14]=2)[OH:9])=[CH:6][CH:5]=[CH:4][N:3]=1. The catalyst is C1COCC1.[O-2].[Mn+4].[O-2]. The product is [F:1][C:2]1[C:7]([C:8]([C:10]2[S:11][CH:12]=[CH:13][CH:14]=2)=[O:9])=[CH:6][CH:5]=[CH:4][N:3]=1. The yield is 0.870. (9) The reactants are [C:1]([O:5][C:6]([N:8]1[CH2:12][CH:11]([OH:13])[CH2:10][CH:9]1[C:14](=[O:26])[NH:15][C:16]1([C:21]([O:23][CH2:24][CH3:25])=[O:22])[CH2:18][CH:17]1[CH:19]=[CH2:20])=[O:7])([CH3:4])([CH3:3])[CH3:2].[N+:27]([C:30]1[CH:38]=[CH:37][C:33]([C:34](O)=[O:35])=[CH:32][CH:31]=1)([O-:29])=[O:28].C1C=CC(P(C2C=CC=CC=2)C2C=CC=CC=2)=CC=1. The catalyst is C1COCC1. The product is [C:1]([O:5][C:6]([N:8]1[CH2:12][CH:11]([O:13][C:34](=[O:35])[C:33]2[CH:32]=[CH:31][C:30]([N+:27]([O-:29])=[O:28])=[CH:38][CH:37]=2)[CH2:10][CH:9]1[C:14](=[O:26])[NH:15][C:16]1([C:21]([O:23][CH2:24][CH3:25])=[O:22])[CH2:18][CH:17]1[CH:19]=[CH2:20])=[O:7])([CH3:4])([CH3:2])[CH3:3]. The yield is 0.720.